This data is from Peptide-MHC class I binding affinity with 185,985 pairs from IEDB/IMGT. The task is: Regression. Given a peptide amino acid sequence and an MHC pseudo amino acid sequence, predict their binding affinity value. This is MHC class I binding data. (1) The peptide sequence is YYADSVKGR. The MHC is HLA-A01:01 with pseudo-sequence HLA-A01:01. The binding affinity (normalized) is 0. (2) The peptide sequence is LPIRYQTPAV. The MHC is HLA-B07:02 with pseudo-sequence HLA-B07:02. The binding affinity (normalized) is 0.696. (3) The peptide sequence is LRGKWQRRYR. The MHC is HLA-B35:01 with pseudo-sequence HLA-B35:01. The binding affinity (normalized) is 0. (4) The peptide sequence is LLDEPTNHL. The MHC is HLA-C04:01 with pseudo-sequence HLA-C04:01. The binding affinity (normalized) is 0.0847. (5) The peptide sequence is IGYRLGMGK. The MHC is HLA-A02:12 with pseudo-sequence HLA-A02:12. The binding affinity (normalized) is 0.0847. (6) The peptide sequence is FVCKHSMVDR. The MHC is HLA-A31:01 with pseudo-sequence HLA-A31:01. The binding affinity (normalized) is 0.559.